From a dataset of Peptide-MHC class II binding affinity with 134,281 pairs from IEDB. Regression. Given a peptide amino acid sequence and an MHC pseudo amino acid sequence, predict their binding affinity value. This is MHC class II binding data. (1) The peptide sequence is KKFEENEVDISVVVQDP. The MHC is DRB1_0301 with pseudo-sequence DRB1_0301. The binding affinity (normalized) is 0.369. (2) The binding affinity (normalized) is 0. The MHC is DRB1_1101 with pseudo-sequence DRB1_1101. The peptide sequence is TPGLFIQNTSPVDLC. (3) The peptide sequence is GELQIVDAIDAAFKI. The MHC is DRB1_0101 with pseudo-sequence DRB1_0101. The binding affinity (normalized) is 0.648. (4) The peptide sequence is LDGVTMVSVLPLLRG. The MHC is DRB1_0101 with pseudo-sequence DRB1_0101. The binding affinity (normalized) is 0.864. (5) The peptide sequence is INEPTAAAIAYGADR. The MHC is HLA-DQA10501-DQB10301 with pseudo-sequence HLA-DQA10501-DQB10301. The binding affinity (normalized) is 0.645.